Dataset: Forward reaction prediction with 1.9M reactions from USPTO patents (1976-2016). Task: Predict the product of the given reaction. (1) Given the reactants [C:1]1([C:7]([C:16]2[CH:21]=[CH:20][CH:19]=[CH:18][CH:17]=2)(O)[CH:8]2[CH2:13][CH2:12][N:11]([CH3:14])[CH2:10][CH2:9]2)[CH:6]=[CH:5][CH:4]=[CH:3][CH:2]=1.C(OCC)(=O)C.[OH-].[Na+], predict the reaction product. The product is: [C:1]1([C:7]([C:16]2[CH:21]=[CH:20][CH:19]=[CH:18][CH:17]=2)=[C:8]2[CH2:9][CH2:10][N:11]([CH3:14])[CH2:12][CH2:13]2)[CH:2]=[CH:3][CH:4]=[CH:5][CH:6]=1. (2) Given the reactants [CH3:1][O:2][CH:3]([O:34][CH3:35])[CH2:4][NH:5][C:6]1[CH:11]=[CH:10][CH:9]=[CH:8][C:7]=1[C:12](=[O:33])[CH2:13][CH2:14][CH:15]1[CH2:20][CH2:19][N:18]([CH2:21][C:22]2[S:26][C:25]([C:27]3[CH:32]=[CH:31][CH:30]=[CH:29][N:28]=3)=[N:24][CH:23]=2)[CH2:17][CH2:16]1.C(N(C(C)C)CC)(C)C.Cl[C:46](=[O:51])[C:47]([O:49][CH3:50])=[O:48], predict the reaction product. The product is: [CH3:35][O:34][CH:3]([O:2][CH3:1])[CH2:4][N:5]([C:6]1[CH:11]=[CH:10][CH:9]=[CH:8][C:7]=1[C:12](=[O:33])[CH2:13][CH2:14][CH:15]1[CH2:20][CH2:19][N:18]([CH2:21][C:22]2[S:26][C:25]([C:27]3[CH:32]=[CH:31][CH:30]=[CH:29][N:28]=3)=[N:24][CH:23]=2)[CH2:17][CH2:16]1)[C:46](=[O:51])[C:47]([O:49][CH3:50])=[O:48]. (3) Given the reactants [Cl:1][C:2]1[C:3]2[N:4]([C:11]([CH3:14])=[CH:12][CH:13]=2)[C:5]([C:8]([OH:10])=O)=[CH:6][N:7]=1.C(N(C(C)C)C(C)C)C.Cl.[O:25]1[CH2:30][CH2:29][CH:28]([CH2:31][NH2:32])[CH2:27][CH2:26]1.F[P-](F)(F)(F)(F)F.N1(OC(N(C)C)=[N+](C)C)C2C=CC=CC=2N=N1, predict the reaction product. The product is: [Cl:1][C:2]1[C:3]2[N:4]([C:11]([CH3:14])=[CH:12][CH:13]=2)[C:5]([C:8]([NH:32][CH2:31][CH:28]2[CH2:29][CH2:30][O:25][CH2:26][CH2:27]2)=[O:10])=[CH:6][N:7]=1. (4) Given the reactants [F:1][C:2]1[C:3](F)=[C:4]([F:13])[C:5]([F:12])=[C:6]([C:10]#[N:11])[C:7]=1[C:8]#[N:9].[Cl:15][C:16]1[C:21]([OH:22])=[C:20]([Cl:23])[C:19]([Cl:24])=[C:18]([OH:25])[C:17]=1[Cl:26], predict the reaction product. The product is: [C:8]([C:7]1[C:2]([F:1])=[C:3]([C:4]([F:13])=[C:5]([F:12])[C:6]=1[C:10]#[N:11])[O:22][C:21]1[C:16]([Cl:15])=[C:17]([Cl:26])[C:18]([O:25][C:3]2[C:4]([F:13])=[C:5]([F:12])[C:6]([C:10]#[N:11])=[C:7]([C:8]#[N:9])[C:2]=2[F:1])=[C:19]([Cl:24])[C:20]=1[Cl:23])#[N:9]. (5) Given the reactants [N:1]1([C:7]([O:9][C:10]([CH3:13])([CH3:12])[CH3:11])=[O:8])[CH2:6][CH2:5][CH2:4][CH2:3][CH2:2]1.[Li]C(CC)C.[O:19]=[C:20]1[CH2:23][N:22]([C:24]([O:26][CH2:27][C:28]2[CH:33]=[CH:32][CH:31]=[CH:30][CH:29]=2)=[O:25])[CH2:21]1, predict the reaction product. The product is: [CH2:27]([O:26][C:24]([N:22]1[CH2:23][C:20]([CH:2]2[CH2:3][CH2:4][CH2:5][CH2:6][N:1]2[C:7]([O:9][C:10]([CH3:13])([CH3:12])[CH3:11])=[O:8])([OH:19])[CH2:21]1)=[O:25])[C:28]1[CH:33]=[CH:32][CH:31]=[CH:30][CH:29]=1. (6) Given the reactants Cl.[O:2]=[C:3]([C:9]1[CH:14]=[CH:13][CH:12]=[CH:11][CH:10]=1)[CH2:4][CH2:5][C:6]([OH:8])=O.[CH2:15]([C@H:22]1[CH2:26][NH:25][C@H:24]([C:27]([NH:29][C:30]2[CH:35]=[CH:34][C:33]([O:36][C:37]3[CH:42]=[CH:41][C:40]([F:43])=[CH:39][CH:38]=3)=[CH:32][CH:31]=2)=[O:28])[CH2:23]1)[C:16]1[CH:21]=[CH:20][CH:19]=[CH:18][CH:17]=1, predict the reaction product. The product is: [CH2:15]([C@H:22]1[CH2:26][N:25]([C:6](=[O:8])[CH2:5][CH2:4][C:3](=[O:2])[C:9]2[CH:14]=[CH:13][CH:12]=[CH:11][CH:10]=2)[C@H:24]([C:27]([NH:29][C:30]2[CH:35]=[CH:34][C:33]([O:36][C:37]3[CH:38]=[CH:39][C:40]([F:43])=[CH:41][CH:42]=3)=[CH:32][CH:31]=2)=[O:28])[CH2:23]1)[C:16]1[CH:17]=[CH:18][CH:19]=[CH:20][CH:21]=1. (7) Given the reactants [Br:1][C:2]1[CH:3]=[C:4]([CH:6]=[CH:7][CH:8]=1)[NH2:5].Cl.O1[CH2:14][CH2:13][NH:12]C1=O, predict the reaction product. The product is: [Br:1][C:2]1[CH:3]=[C:4]([NH:5][CH2:14][CH2:13][NH2:12])[CH:6]=[CH:7][CH:8]=1. (8) Given the reactants Br[C:2]1[CH:9]=[CH:8][C:5]([CH:6]=[O:7])=[C:4]([F:10])[CH:3]=1.[CH2:11](B(O)O)[CH2:12][CH2:13][CH3:14].C(=O)([O-])[O-].[K+].[K+], predict the reaction product. The product is: [CH2:11]([C:2]1[CH:9]=[CH:8][C:5]([CH:6]=[O:7])=[C:4]([F:10])[CH:3]=1)[CH2:12][CH2:13][CH3:14].